From a dataset of Peptide-MHC class II binding affinity with 134,281 pairs from IEDB. Regression. Given a peptide amino acid sequence and an MHC pseudo amino acid sequence, predict their binding affinity value. This is MHC class II binding data. (1) The binding affinity (normalized) is 0.518. The MHC is HLA-DQA10101-DQB10501 with pseudo-sequence HLA-DQA10101-DQB10501. The peptide sequence is EKKYFAARQFEPLAA. (2) The peptide sequence is GLIIGIFAVMLATLP. The MHC is HLA-DQA10501-DQB10201 with pseudo-sequence HLA-DQA10501-DQB10201. The binding affinity (normalized) is 0.208. (3) The peptide sequence is RQAGVQYSRA. The MHC is DRB1_0101 with pseudo-sequence DRB1_0101. The binding affinity (normalized) is 0.109.